Dataset: Forward reaction prediction with 1.9M reactions from USPTO patents (1976-2016). Task: Predict the product of the given reaction. (1) Given the reactants [Cl:1][C:2]1[CH:7]=[CH:6][C:5]([S:8]([NH:11][C@H:12]([C@@H:15]([OH:17])[CH3:16])[CH2:13][OH:14])(=[O:10])=[O:9])=[CH:4][CH:3]=1.[CH3:18][O:19][C:20](=[O:29])[C:21]1[CH:26]=[CH:25][C:24]([CH2:27]Br)=[CH:23][CH:22]=1, predict the reaction product. The product is: [Cl:1][C:2]1[CH:3]=[CH:4][C:5]([S:8]([N:11]([CH2:27][C:24]2[CH:25]=[CH:26][C:21]([C:20]([O:19][CH3:18])=[O:29])=[CH:22][CH:23]=2)[C@@H:12]([C@H:15]([OH:17])[CH3:16])[CH2:13][OH:14])(=[O:10])=[O:9])=[CH:6][CH:7]=1. (2) Given the reactants [Cl:1][C:2]1[CH:7]=[CH:6][C:5]([CH2:8][NH:9][C:10](=[O:16])OC(C)(C)C)=[CH:4][C:3]=1[NH:17][C:18]1[S:19]/[C:20](=[CH:24]\[C:25]2[CH:26]=[C:27]3[C:32](=[CH:33][CH:34]=2)[N:31]=[CH:30][CH:29]=[CH:28]3)/[C:21](=[O:23])[N:22]=1.ClC1C=CC(CN[C:44](=O)[O:45][C:46](C)(C)C)=CC=1NC1SCC(=O)N=1.N1C2C(=CC(C=O)=CC=2)C=CC=1.C([O-])(=O)C.[NH2+]1CCCCC1.C(O)C, predict the reaction product. The product is: [Cl:1][C:2]1[CH:7]=[CH:6][C:5]([CH2:8][NH:9][C:10](=[O:16])[CH2:44][O:45][CH3:46])=[CH:4][C:3]=1[NH:17][C:18]1[S:19]/[C:20](=[CH:24]\[C:25]2[CH:26]=[C:27]3[C:32](=[CH:33][CH:34]=2)[N:31]=[CH:30][CH:29]=[CH:28]3)/[C:21](=[O:23])[N:22]=1. (3) Given the reactants [CH:1]12[CH2:10][CH:7](CC1)[CH:6]1[CH:2]2[CH2:3][CH2:4][CH2:5]1.[O:11]=O.[C:13]([OH:16])(=O)[CH3:14], predict the reaction product. The product is: [OH:16][C:13]12[CH2:14][CH2:3][CH2:4][C:5]1([OH:11])[CH:6]1[CH2:7][CH:10]2[CH2:1][CH2:2]1. (4) The product is: [Cl:1][C:2]1[CH:3]=[C:4]([CH:20]=[CH:21][CH:22]=1)[CH2:5][NH:6][C:7]([C:8]1[CH:13]=[CH:12][C:11]2[C:10]([CH:9]=1)=[N:16][N:27]([CH2:26][CH:25]([N:24]([CH3:23])[CH3:35])[C:28]1[CH:33]=[CH:32][C:31]([CH3:34])=[CH:30][CH:29]=1)[CH:14]=2)=[O:19]. Given the reactants [Cl:1][C:2]1[CH:3]=[C:4]([CH:20]=[CH:21][CH:22]=1)[CH2:5][NH:6][C:7](=[O:19])[C:8]1[CH:13]=[CH:12][C:11]([CH:14]=O)=[C:10]([N+:16]([O-])=O)[CH:9]=1.[CH3:23][N:24]([CH3:35])[CH:25]([C:28]1[CH:33]=[CH:32][C:31]([CH3:34])=[CH:30][CH:29]=1)[CH2:26][NH2:27].N1C2C(=CC=CC=2)C=N1, predict the reaction product. (5) Given the reactants [F:1][C:2]1[CH:7]=[CH:6][CH:5]=[C:4]([F:8])[C:3]=1[C:9]1[CH:10]=[C:11]2[C:15](=[CH:16][CH:17]=1)[N:14](C1CCCCO1)[N:13]=[C:12]2[C:24]1[N:29]=[C:28]([N:30]2[CH2:35][CH2:34][CH2:33][CH:32]([NH:36]C(=O)OC(C)(C)C)[CH2:31]2)[CH:27]=[N:26][CH:25]=1.Cl, predict the reaction product. The product is: [F:8][C:4]1[CH:5]=[CH:6][CH:7]=[C:2]([F:1])[C:3]=1[C:9]1[CH:10]=[C:11]2[C:15](=[CH:16][CH:17]=1)[NH:14][N:13]=[C:12]2[C:24]1[N:29]=[C:28]([N:30]2[CH2:35][CH2:34][CH2:33][CH:32]([NH2:36])[CH2:31]2)[CH:27]=[N:26][CH:25]=1. (6) The product is: [CH2:19]([C@@:26]([OH:63])([CH2:43][CH2:44][OH:45])[C:27]([N:29]1[C@H:33]2[C:34]3[CH:35]=[CH:36][CH:37]=[CH:38][C:39]=3[CH2:40][C@H:32]2[O:31][C:30]1([CH3:42])[CH3:41])=[O:28])[C:20]1[CH:25]=[CH:24][CH:23]=[CH:22][CH:21]=1. Given the reactants CCCC[N+](CCCC)(CCCC)CCCC.[F-].[CH2:19]([C@@:26]([OH:63])([CH2:43][CH2:44][O:45][Si](C(C)(C)C)(C1C=CC=CC=1)C1C=CC=CC=1)[C:27]([N:29]1[C@H:33]2[C:34]3[CH:35]=[CH:36][CH:37]=[CH:38][C:39]=3[CH2:40][C@H:32]2[O:31][C:30]1([CH3:42])[CH3:41])=[O:28])[C:20]1[CH:25]=[CH:24][CH:23]=[CH:22][CH:21]=1, predict the reaction product.